From a dataset of Forward reaction prediction with 1.9M reactions from USPTO patents (1976-2016). Predict the product of the given reaction. (1) Given the reactants [CH3:1][S:2]([NH:5][CH2:6][C:7]1[C:15]2[S:14](=[O:17])(=[O:16])[N:13]=[C:12]([CH2:18][C:19]([OH:21])=O)[NH:11][C:10]=2[S:9][CH:8]=1)(=[O:4])=[O:3].F[P-](F)(F)(F)(F)F.N1([O:38][C:39](N(C)C)=[N+](C)C)C2N=CC=CC=2N=N1.CN1CCOCC1.C(OC(=O)[CH2:57][CH:58]([NH:62][CH2:63][C:64]1[CH:69]=[CH:68][C:67]([F:70])=[CH:66][CH:65]=1)[CH:59]([CH3:61])[CH3:60])C.[O-]CC.[Na+].C(O)C, predict the reaction product. The product is: [F:70][C:67]1[CH:66]=[CH:65][C:64]([CH2:63][N:62]2[CH:58]([CH:59]([CH3:60])[CH3:61])[CH2:57][C:19]([OH:21])=[C:18]([C:12]3[NH:11][C:10]4[S:9][CH:8]=[C:7]([CH2:6][NH:5][S:2]([CH3:1])(=[O:3])=[O:4])[C:15]=4[S:14](=[O:16])(=[O:17])[N:13]=3)[C:39]2=[O:38])=[CH:69][CH:68]=1. (2) Given the reactants [C:1]1([CH2:7][CH2:8][CH2:9][CH2:10][CH2:11][CH2:12][CH2:13][CH2:14][NH:15][C:16](=[O:35])[C:17]2[CH:22]=[C:21]([C:23]3[CH:28]=[CH:27][C:26]([F:29])=[C:25]([Cl:30])[CH:24]=3)[C:20]([O:31][CH2:32][CH2:33][OH:34])=[CH:19][CH:18]=2)[CH:6]=[CH:5][CH:4]=[CH:3][CH:2]=1.CC#N.C[N+]1([O-])CC[O:43]CC1.O, predict the reaction product. The product is: [Cl:30][C:25]1[CH:24]=[C:23]([C:21]2[CH:22]=[C:17]([C:16](=[O:35])[NH:15][CH2:14][CH2:13][CH2:12][CH2:11][CH2:10][CH2:9][CH2:8][CH2:7][C:1]3[CH:6]=[CH:5][CH:4]=[CH:3][CH:2]=3)[CH:18]=[CH:19][C:20]=2[O:31][CH2:32][C:33]([OH:43])=[O:34])[CH:28]=[CH:27][C:26]=1[F:29]. (3) Given the reactants [CH3:1][O:2][C:3](=[O:17])[C@@H:4]1[CH2:8][C@H:7](O)[CH2:6][N:5]1[C:10]([O:12][C:13]([CH3:16])([CH3:15])[CH3:14])=[O:11].C(N(CC)CC)C.[C:25]1([CH3:35])[CH:30]=[CH:29][C:28]([S:31](Cl)(=[O:33])=[O:32])=[CH:27][CH:26]=1.Cl, predict the reaction product. The product is: [CH3:1][O:2][C:3]([C@@H:4]1[CH2:8][C@H:7]([S:31]([C:28]2[CH:29]=[CH:30][C:25]([CH3:35])=[CH:26][CH:27]=2)(=[O:33])=[O:32])[CH2:6][N:5]1[C:10]([O:12][C:13]([CH3:16])([CH3:15])[CH3:14])=[O:11])=[O:17]. (4) Given the reactants Br[C:2]1[CH:7]=[CH:6][C:5]([Cl:8])=[C:4]([CH2:9][C:10]2[CH:15]=[CH:14][C:13]([O:16][C:17]([F:20])([F:19])[F:18])=[CH:12][CH:11]=2)[CH:3]=1.[Li][CH2:22]CCC.C[Si](C)(C)[O:28][C@@H:29]1[C@@H:34]([O:35][Si](C)(C)C)[C@H:33]([O:40][Si](C)(C)C)[C@@H:32]([CH2:45][O:46][Si](C)(C)C)[O:31][C:30]1=[O:51].CS(O)(=O)=O, predict the reaction product. The product is: [Cl:8][C:5]1[CH:6]=[CH:7][C:2]([C@@:30]2([O:51][CH3:22])[C@H:29]([OH:28])[C@@H:34]([OH:35])[C@H:33]([OH:40])[C@@H:32]([CH2:45][OH:46])[O:31]2)=[CH:3][C:4]=1[CH2:9][C:10]1[CH:15]=[CH:14][C:13]([O:16][C:17]([F:20])([F:19])[F:18])=[CH:12][CH:11]=1. (5) Given the reactants [Br:1][C:2]1[CH:3]=[C:4]([OH:9])[CH:5]=[C:6]([F:8])[CH:7]=1.Br[CH2:11][CH2:12][O:13][CH2:14]CBr.C([O-])([O-])=O.[K+].[K+].C([O-])(O)=O.[Na+], predict the reaction product. The product is: [Br:1][C:2]1[CH:3]=[C:4]([O:9][CH2:11][CH2:12][O:13][CH3:14])[CH:5]=[C:6]([F:8])[CH:7]=1.